The task is: Predict which catalyst facilitates the given reaction.. This data is from Catalyst prediction with 721,799 reactions and 888 catalyst types from USPTO. (1) Reactant: [Br:1][C:2]1[CH:3]=[CH:4][C:5](F)=[N:6][CH:7]=1.C([O-])([O-])=O.[K+].[K+].[N:15]1([C:21]([O:23][C:24]([CH3:27])([CH3:26])[CH3:25])=[O:22])[CH2:20][CH2:19][NH:18][CH2:17][CH2:16]1. Product: [Br:1][C:2]1[CH:3]=[CH:4][C:5]([N:18]2[CH2:17][CH2:16][N:15]([C:21]([O:23][C:24]([CH3:27])([CH3:26])[CH3:25])=[O:22])[CH2:20][CH2:19]2)=[N:6][CH:7]=1. The catalyst class is: 3. (2) Reactant: [OH-].[Na+].C([O:5][C:6]([C:8]1[C:9]2[S:17][CH:16]=[C:15]([CH2:18][O:19][C:20]3[CH:25]=[C:24]([C:26]4[O:27][C:28]([C:31]5[CH:36]=[CH:35][C:34]([Cl:37])=[CH:33][CH:32]=5)=[N:29][N:30]=4)[CH:23]=[CH:22][C:21]=3[CH3:38])[C:10]=2[C:11]([NH2:14])=[N:12][CH:13]=1)=[O:7])C. Product: [NH2:14][C:11]1[C:10]2[C:15]([CH2:18][O:19][C:20]3[CH:25]=[C:24]([C:26]4[O:27][C:28]([C:31]5[CH:32]=[CH:33][C:34]([Cl:37])=[CH:35][CH:36]=5)=[N:29][N:30]=4)[CH:23]=[CH:22][C:21]=3[CH3:38])=[CH:16][S:17][C:9]=2[C:8]([C:6]([OH:7])=[O:5])=[CH:13][N:12]=1. The catalyst class is: 83. (3) Reactant: [F:1][C:2]1[CH:7]=[CH:6][C:5]([NH:8][C:9]2[N:14]=[C:13]([S:15]([CH3:18])(=[O:17])=[O:16])[N:12]=[C:11]([CH2:19][CH2:20][OH:21])[CH:10]=2)=[CH:4][CH:3]=1.[Si:22](Cl)([C:35]([CH3:38])([CH3:37])[CH3:36])([C:29]1[CH:34]=[CH:33][CH:32]=[CH:31][CH:30]=1)[C:23]1[CH:28]=[CH:27][CH:26]=[CH:25][CH:24]=1. Product: [Si:22]([O:21][CH2:20][CH2:19][C:11]1[N:12]=[C:13]([S:15]([CH3:18])(=[O:17])=[O:16])[N:14]=[C:9]([NH:8][C:5]2[CH:4]=[CH:3][C:2]([F:1])=[CH:7][CH:6]=2)[CH:10]=1)([C:35]([CH3:38])([CH3:37])[CH3:36])([C:29]1[CH:30]=[CH:31][CH:32]=[CH:33][CH:34]=1)[C:23]1[CH:28]=[CH:27][CH:26]=[CH:25][CH:24]=1. The catalyst class is: 31. (4) Reactant: C(O[C:4]([C:6]1[S:7][C:8]2[CH:9]=[N:10][CH:11]=[CH:12][C:13]=2[N:14]=1)=[O:5])C.[CH:15]([O:18][C:19]1[CH:26]=[CH:25][CH:24]=[CH:23][C:20]=1[CH2:21][NH2:22])([CH3:17])[CH3:16].C[Al](C)C.CCCCCC. Product: [CH:15]([O:18][C:19]1[CH:26]=[CH:25][CH:24]=[CH:23][C:20]=1[CH2:21][NH:22][C:4]([C:6]1[S:7][C:8]2[CH:9]=[N:10][CH:11]=[CH:12][C:13]=2[N:14]=1)=[O:5])([CH3:17])[CH3:16]. The catalyst class is: 4. (5) Reactant: CCN(C(C)C)C(C)C.[CH3:10][O:11][C:12]([NH:14][CH2:15][CH2:16][O:17][CH:18]([C:28]1[CH:33]=[CH:32][CH:31]=[CH:30][CH:29]=1)[C:19]1[CH:20]=[C:21]([CH:25]=[CH:26][CH:27]=1)[C:22]([O-])=[O:23])=[O:13].[Li+].C1C=CC2N(O)N=NC=2C=1.CCN=C=NCCCN(C)C.[NH2:56][CH2:57][C@@H:58]([N:66]([CH3:74])[C:67](=[O:73])[O:68]C(C)(C)C)[CH2:59][C@H:60]1[CH2:65][CH2:64][CH2:63][O:62][CH2:61]1. Product: [CH3:10][O:11][C:12]([NH:14][CH2:15][CH2:16][O:17][CH:18]([C:28]1[CH:29]=[CH:30][CH:31]=[CH:32][CH:33]=1)[C:19]1[CH:20]=[C:21]([CH:25]=[CH:26][CH:27]=1)[C:22]([NH:56][CH2:57][CH:58]([N:66]([CH3:74])[C:67](=[O:73])[OH:68])[CH2:59][CH:60]1[CH2:65][CH2:64][CH2:63][O:62][CH2:61]1)=[O:23])=[O:13]. The catalyst class is: 3. (6) Reactant: [CH:1]([NH2:4])([CH3:3])[CH3:2].C(N(CC)C(C)C)(C)C.[Cl:14][C:15]1[N:20]=[C:19](Cl)[C:18]([N+:22]([O-:24])=[O:23])=[CH:17][N:16]=1. Product: [Cl:14][C:15]1[N:20]=[C:19]([NH:4][CH:1]([CH3:3])[CH3:2])[C:18]([N+:22]([O-:24])=[O:23])=[CH:17][N:16]=1. The catalyst class is: 4.